From a dataset of Forward reaction prediction with 1.9M reactions from USPTO patents (1976-2016). Predict the product of the given reaction. (1) Given the reactants [CH2:1]([N:8]([CH3:21])[C:9]([NH:11][C@@H:12]([C:17]([CH3:20])([CH3:19])[CH3:18])[C:13]([O:15]C)=[O:14])=[O:10])[C:2]1[CH:7]=[CH:6][CH:5]=[CH:4][CH:3]=1.[OH-].[Li+].Cl, predict the reaction product. The product is: [CH2:1]([N:8]([CH3:21])[C:9]([NH:11][C@@H:12]([C:17]([CH3:19])([CH3:18])[CH3:20])[C:13]([OH:15])=[O:14])=[O:10])[C:2]1[CH:3]=[CH:4][CH:5]=[CH:6][CH:7]=1. (2) The product is: [ClH:31].[N:32]1([C:9]2[N:8]([CH2:1][C:2]3[CH:3]=[CH:4][CH:5]=[CH:6][CH:7]=3)[C:16]3[C:15](=[O:17])[N:14]([CH2:18][C:19]4[C:28]5[C:23](=[CH:24][CH:25]=[CH:26][CH:27]=5)[CH:22]=[CH:21][N:20]=4)[CH:13]=[N:12][C:11]=3[C:10]=2[C:29]#[N:30])[CH2:38][CH2:37][CH2:36][NH:35][CH2:34][CH2:33]1. Given the reactants [CH2:1]([N:8]1[C:16]2[C:15](=[O:17])[N:14]([CH2:18][C:19]3[C:28]4[C:23](=[CH:24][CH:25]=[CH:26][CH:27]=4)[CH:22]=[CH:21][N:20]=3)[CH:13]=[N:12][C:11]=2[C:10]([C:29]#[N:30])=[C:9]1[Cl:31])[C:2]1[CH:7]=[CH:6][CH:5]=[CH:4][CH:3]=1.[NH:32]1[CH2:38][CH2:37][CH2:36][NH:35][CH2:34][CH2:33]1, predict the reaction product. (3) Given the reactants [Cl:1][C:2]1[C:3]([C:16]2[C:24]3[C:19](=[CH:20][CH:21]=[CH:22][CH:23]=3)[N:18]([S:25]([C:28]3[CH:33]=[CH:32][CH:31]=[CH:30][CH:29]=3)(=[O:27])=[O:26])[CH:17]=2)=[N:4][C:5]([NH:8][C@@H:9]2[CH2:14][CH2:13][CH2:12][C@H:11]([NH2:15])[CH2:10]2)=[N:6][CH:7]=1.Cl.[C:35]([O:39][C:40]([NH:42][C:43]1[CH:51]=[CH:50][C:46]([C:47](O)=[O:48])=[CH:45][CH:44]=1)=[O:41])([CH3:38])([CH3:37])[CH3:36].CN(C(ON1N=NC2C=CC=CC1=2)=[N+](C)C)C.F[P-](F)(F)(F)(F)F.CCN(CC)CC, predict the reaction product. The product is: [Cl:1][C:2]1[C:3]([C:16]2[C:24]3[C:19](=[CH:20][CH:21]=[CH:22][CH:23]=3)[N:18]([S:25]([C:28]3[CH:33]=[CH:32][CH:31]=[CH:30][CH:29]=3)(=[O:27])=[O:26])[CH:17]=2)=[N:4][C:5]([NH:8][C@@H:9]2[CH2:14][CH2:13][CH2:12][C@H:11]([NH:15][C:47]([C:46]3[CH:45]=[CH:44][C:43]([NH:42][C:40](=[O:41])[O:39][C:35]([CH3:37])([CH3:36])[CH3:38])=[CH:51][CH:50]=3)=[O:48])[CH2:10]2)=[N:6][CH:7]=1. (4) Given the reactants [Cl:1][C:2]1[CH:9]=[CH:8][C:5]([CH:6]=[O:7])=[CH:4][C:3]=1[C:10]([F:13])([F:12])[F:11].[S:14]([CH2:24][N+:25]#[C-:26])([C:17]1[CH:23]=[CH:22][C:20]([CH3:21])=[CH:19][CH:18]=1)(=[O:16])=[O:15].[C-]#N.[Na+], predict the reaction product. The product is: [Cl:1][C:2]1[CH:9]=[CH:8][C:5]([C@H:6]2[O:7][CH:26]=[N:25][C@@H:24]2[S:14]([C:17]2[CH:23]=[CH:22][C:20]([CH3:21])=[CH:19][CH:18]=2)(=[O:16])=[O:15])=[CH:4][C:3]=1[C:10]([F:11])([F:12])[F:13]. (5) Given the reactants [N:1]1[CH:6]=[CH:5][CH:4]=[C:3]([NH2:7])[CH:2]=1.Br[C:9]1[C:10](=[O:17])[N:11]([CH3:16])[CH:12]=[C:13]([Br:15])[N:14]=1.C(N(C(C)C)CC)(C)C, predict the reaction product. The product is: [Br:15][C:13]1[N:14]=[C:9]([NH:7][C:3]2[CH:2]=[N:1][CH:6]=[CH:5][CH:4]=2)[C:10](=[O:17])[N:11]([CH3:16])[CH:12]=1. (6) Given the reactants [NH2:1][C:2]1[CH:3]=[N:4][CH:5]=[CH:6][CH:7]=1.[CH3:8][S:9][C:10](SC)=[CH:11][N+:12]([O-:14])=[O:13], predict the reaction product. The product is: [CH3:8][S:9][C:10]([NH:1][C:2]1[CH:3]=[N:4][CH:5]=[CH:6][CH:7]=1)=[CH:11][N+:12]([O-:14])=[O:13]. (7) Given the reactants [O:1]=[C:2]([C:9]1[CH:14]=[CH:13][N:12]=[CH:11][CH:10]=1)[CH2:3][C:4]([O:6][CH2:7][CH3:8])=[O:5].[H-].[Na+].[F:17][C:18]([F:28])([F:27])[C:19]1[CH:26]=[CH:25][C:22]([CH2:23]Br)=[CH:21][CH:20]=1.O, predict the reaction product. The product is: [O:1]=[C:2]([C:9]1[CH:14]=[CH:13][N:12]=[CH:11][CH:10]=1)[CH:3]([CH2:23][C:22]1[CH:21]=[CH:20][C:19]([C:18]([F:17])([F:27])[F:28])=[CH:26][CH:25]=1)[C:4]([O:6][CH2:7][CH3:8])=[O:5]. (8) Given the reactants N1C=CC=CC=1S[C:8](=[O:27])[CH2:9][C:10]1[N:14]2[CH:15]=[C:16]([CH3:19])[CH:17]=[CH:18][C:13]2=[N:12][C:11]=1[C:20]1[CH:25]=[CH:24][C:23]([CH3:26])=[CH:22][CH:21]=1.[CH2:28]([Mg]Br)[CH2:29][CH2:30][CH2:31][CH3:32], predict the reaction product. The product is: [CH3:19][C:16]1[CH:17]=[CH:18][C:13]2[N:14]([C:10]([CH2:9][C:8](=[O:27])[CH2:28][CH2:29][CH2:30][CH2:31][CH3:32])=[C:11]([C:20]3[CH:21]=[CH:22][C:23]([CH3:26])=[CH:24][CH:25]=3)[N:12]=2)[CH:15]=1.